From a dataset of Catalyst prediction with 721,799 reactions and 888 catalyst types from USPTO. Predict which catalyst facilitates the given reaction. (1) Reactant: [CH3:1][C:2]([C:6]1[CH:11]=[CH:10][C:9]([CH2:12][C:13]2[C:22]3[C:17](=[CH:18][CH:19]=[C:20](B4OC(C)(C)C(C)(C)O4)[CH:21]=3)[N:16]=[CH:15][C:14]=2[N+:32]([O-:34])=[O:33])=[CH:8][CH:7]=1)([CH3:5])[C:3]#[N:4].Br[C:36]1[CH:37]=[CH:38][C:39]2[C:43]3[CH:44]=[CH:45][CH:46]=[CH:47][C:42]=3[O:41][C:40]=2[CH:48]=1.C([O-])([O-])=O.[Na+].[Na+].C1(C)C=CC=CC=1. Product: [CH:38]1[C:39]2[C:43]3[CH:44]=[CH:45][CH:46]=[CH:47][C:42]=3[O:41][C:40]=2[CH:48]=[C:36]([C:20]2[CH:21]=[C:22]3[C:17](=[CH:18][CH:19]=2)[N:16]=[CH:15][C:14]([N+:32]([O-:34])=[O:33])=[C:13]3[CH2:12][C:9]2[CH:10]=[CH:11][C:6]([C:2]([CH3:1])([CH3:5])[C:3]#[N:4])=[CH:7][CH:8]=2)[CH:37]=1. The catalyst class is: 103. (2) Reactant: [CH3:1][O:2][C:3]1[CH:12]=[C:11]2[C:6]([CH2:7][CH:8]([C:13]3([CH3:16])[CH2:15][CH2:14]3)[N:9]=[CH:10]2)=[CH:5][C:4]=1[O:17][CH2:18][CH2:19][CH2:20][O:21][CH3:22].C(O[CH:26]=[C:27]([C:33](=[O:35])[CH3:34])[C:28]([O:30][CH2:31][CH3:32])=[O:29])C. Product: [CH3:1][O:2][C:3]1[C:4]([O:17][CH2:18][CH2:19][CH2:20][O:21][CH3:22])=[CH:5][C:6]2[CH2:7][CH:8]([C:13]3([CH3:16])[CH2:14][CH2:15]3)[N:9]3[CH:10]([CH2:34][C:33](=[O:35])[C:27]([C:28]([O:30][CH2:31][CH3:32])=[O:29])=[CH:26]3)[C:11]=2[CH:12]=1. The catalyst class is: 8. (3) Reactant: [C:1]([N:5]1[C:14]2[C:9](=[CH:10][CH:11]=[C:12]([N:15]3[CH2:19][CH2:18][CH2:17][CH2:16]3)[N:13]=2)[C:8](=[O:20])[C:7]([C:21]([O:23][CH2:24][CH3:25])=[O:22])=[CH:6]1)([CH3:4])([CH3:3])[CH3:2].[Br:26]N1C(C)(C)C(=O)N(Br)C1=O.S(=O)(O)[O-].[Na+]. Product: [Br:26][C:11]1[CH:10]=[C:9]2[C:14](=[N:13][C:12]=1[N:15]1[CH2:19][CH2:18][CH2:17][CH2:16]1)[N:5]([C:1]([CH3:4])([CH3:3])[CH3:2])[CH:6]=[C:7]([C:21]([O:23][CH2:24][CH3:25])=[O:22])[C:8]2=[O:20]. The catalyst class is: 4. (4) Reactant: [Cl:1][C:2]1[N:6]2[CH:7]=[C:8]([C:15]3[O:16][CH:17]=[CH:18][CH:19]=3)[CH:9]=[C:10]([C:11]([F:14])([F:13])[F:12])[C:5]2=[N:4][C:3]=1[C:20]([O:22]C)=[O:21].[OH-].[Na+].Cl. Product: [Cl:1][C:2]1[N:6]2[CH:7]=[C:8]([C:15]3[O:16][CH:17]=[CH:18][CH:19]=3)[CH:9]=[C:10]([C:11]([F:13])([F:12])[F:14])[C:5]2=[N:4][C:3]=1[C:20]([OH:22])=[O:21]. The catalyst class is: 20. (5) Product: [CH:51]1[C:52]2[CH:40]([CH2:39][O:38][C:36]([NH:1][C@@H:2]([C@H:6]([C:8]3[C:16]4[C:11](=[CH:12][CH:13]=[CH:14][CH:15]=4)[N:10]([C:17]([O:19][C:20]([CH3:22])([CH3:21])[CH3:23])=[O:18])[CH:9]=3)[CH3:7])[C:3]([OH:5])=[O:4])=[O:37])[C:41]3[C:46](=[CH:45][CH:44]=[CH:43][CH:42]=3)[C:47]=2[CH:48]=[CH:49][CH:50]=1. Reactant: [NH2:1][C@@H:2]([C@H:6]([C:8]1[C:16]2[C:11](=[CH:12][CH:13]=[CH:14][CH:15]=2)[N:10]([C:17]([O:19][C:20]([CH3:23])([CH3:22])[CH3:21])=[O:18])[CH:9]=1)[CH3:7])[C:3]([OH:5])=[O:4].C(=O)(O)[O-].[Na+].O=C1CCC(=O)N1[C:36]([O:38][CH2:39][CH:40]1[C:52]2[CH:51]=[CH:50][CH:49]=[CH:48][C:47]=2[C:46]2[C:41]1=[CH:42][CH:43]=[CH:44][CH:45]=2)=[O:37].[Cl-].[NH4+]. The catalyst class is: 90. (6) Reactant: [F:1][C:2]1[CH:9]=[CH:8][CH:7]=[CH:6][C:3]=1[CH:4]=O.[C:10]([CH2:12][C:13]([NH2:15])=[S:14])#[N:11].N1CCCCC1.[CH3:22][CH2:23][C:24](=[O:30])[CH2:25][C:26](=O)[CH2:27][CH3:28].Br[CH2:32][C:33]([C:35]1[CH:40]=[CH:39][C:38]([F:41])=[C:37]([F:42])[CH:36]=1)=[O:34].C(=O)([O-])[O-].[K+].[K+]. Product: [NH2:11][C:10]1[C:12]2[CH:4]([C:3]3[CH:6]=[CH:7][CH:8]=[CH:9][C:2]=3[F:1])[C:25]([C:24](=[O:30])[CH2:23][CH3:22])=[C:26]([CH2:27][CH3:28])[NH:15][C:13]=2[S:14][C:32]=1[C:33](=[O:34])[C:35]1[CH:40]=[CH:39][C:38]([F:41])=[C:37]([F:42])[CH:36]=1. The catalyst class is: 8. (7) Reactant: [CH2:1]([N:3]1[CH2:8][CH2:7][N:6]([C:9]2[CH:18]=[C:17]([CH3:19])[C:16]3[C:11](=[CH:12][CH:13]=[C:14]([N+:20]([O-])=O)[CH:15]=3)[N:10]=2)[CH2:5][CH2:4]1)[CH3:2].[H][H]. Product: [CH2:1]([N:3]1[CH2:4][CH2:5][N:6]([C:9]2[CH:18]=[C:17]([CH3:19])[C:16]3[C:11](=[CH:12][CH:13]=[C:14]([NH2:20])[CH:15]=3)[N:10]=2)[CH2:7][CH2:8]1)[CH3:2]. The catalyst class is: 123. (8) Reactant: [OH-].[Na+].C(#N)C.[NH2:6][C:7]1[NH:8][C:9]2[CH:15]=[CH:14][CH:13]=[CH:12][C:10]=2[N:11]=1.[CH3:16][N:17]([CH3:22])[S:18](Cl)(=[O:20])=[O:19]. Product: [CH3:16][N:17]([CH3:22])[S:18]([N:8]1[C:9]2[CH:15]=[CH:14][CH:13]=[CH:12][C:10]=2[N:11]=[C:7]1[NH2:6])(=[O:20])=[O:19]. The catalyst class is: 6.